Dataset: Reaction yield outcomes from USPTO patents with 853,638 reactions. Task: Predict the reaction yield, written as a fraction of the theoretical maximum amount of product (1.0 means a 100% yield; for example, 0.34 means a 34% yield). (1) The reactants are [O-:1][C:2]#[N:3].[Na+].[NH2:5][CH2:6][CH2:7][N:8]1[C:25](=[N:26][C:27]2[C:32]([CH:33]([CH3:35])[CH3:34])=[CH:31][CH:30]=[CH:29][C:28]=2[CH:36]([CH3:38])[CH3:37])[CH:24]=[C:11]2[C:12]3[C:17]([CH2:18][CH2:19][N:10]2[C:9]1=[O:39])=[CH:16][C:15]([O:20][CH3:21])=[C:14]([O:22][CH3:23])[CH:13]=3.[OH-].[Na+]. The catalyst is O.Cl. The product is [C:2]([NH:5][CH2:6][CH2:7][N:8]1[C:25](=[N:26][C:27]2[C:28]([CH:36]([CH3:37])[CH3:38])=[CH:29][CH:30]=[CH:31][C:32]=2[CH:33]([CH3:35])[CH3:34])[CH:24]=[C:11]2[C:12]3[C:17]([CH2:18][CH2:19][N:10]2[C:9]1=[O:39])=[CH:16][C:15]([O:20][CH3:21])=[C:14]([O:22][CH3:23])[CH:13]=3)(=[O:1])[NH2:3]. The yield is 0.170. (2) The reactants are [NH2:1][C:2]1[C:3]([C:9](=[N:11][OH:12])[NH2:10])=[N:4][C:5]([Br:8])=[CH:6][N:7]=1.C(N(CC)CC)C.[C:20](Cl)(=[O:27])[C:21]1[CH:26]=[CH:25][CH:24]=[CH:23][CH:22]=1. The catalyst is ClCCl. The product is [NH2:1][C:2]1[C:3]([C:9](=[N:11][O:12][C:20]([C:21]2[CH:26]=[CH:25][CH:24]=[CH:23][CH:22]=2)=[O:27])[NH2:10])=[N:4][C:5]([Br:8])=[CH:6][N:7]=1. The yield is 0.690. (3) The reactants are [OH:1][CH2:2][CH2:3][N:4]1[CH2:9][CH2:8][N:7]([CH2:10][C:11]([NH:13][C:14]2[C:19]([CH:20]([CH3:22])[CH3:21])=[CH:18][C:17]([OH:23])=[CH:16][C:15]=2[CH:24]([CH3:26])[CH3:25])=[O:12])[CH2:6][CH2:5]1.[CH:27](N(CC)C(C)C)(C)C.C[Si](C=[N+]=[N-])(C)C.[OH-].[Na+]. The catalyst is C(#N)C.CO. The product is [OH:1][CH2:2][CH2:3][N:4]1[CH2:9][CH2:8][N:7]([CH2:10][C:11]([NH:13][C:14]2[C:19]([CH:20]([CH3:21])[CH3:22])=[CH:18][C:17]([O:23][CH3:27])=[CH:16][C:15]=2[CH:24]([CH3:26])[CH3:25])=[O:12])[CH2:6][CH2:5]1. The yield is 0.830. (4) The reactants are [Br:1][C:2]1[CH:7]=[C:6]([F:8])[CH:5]=[CH:4][C:3]=1[CH:9]1[C:14]([C:15]([O:17][CH2:18][CH3:19])=[O:16])=[C:13]([CH2:20]Br)[NH:12][C:11]([C:22]2[S:23][C:24]([C:27]([F:30])([F:29])[F:28])=[CH:25][N:26]=2)=[N:10]1.Cl.[NH:32]1[CH2:37][CH2:36][O:35][CH2:34][CH:33]1[CH2:38][OH:39]. No catalyst specified. The product is [Br:1][C:2]1[CH:7]=[C:6]([F:8])[CH:5]=[CH:4][C:3]=1[CH:9]1[C:14]([C:15]([O:17][CH2:18][CH3:19])=[O:16])=[C:13]([CH2:20][N:32]2[CH2:37][CH2:36][O:35][CH2:34][CH:33]2[CH2:38][OH:39])[NH:12][C:11]([C:22]2[S:23][C:24]([C:27]([F:30])([F:29])[F:28])=[CH:25][N:26]=2)=[N:10]1. The yield is 0.430. (5) The reactants are [O:1]1[C:5]2[CH:6]=[C:7]([C:10](=[O:21])[C@H:11]([NH:13][C:14](=[O:20])[O:15][C:16]([CH3:19])([CH3:18])[CH3:17])[CH3:12])[CH:8]=[CH:9][C:4]=2[CH2:3][CH2:2]1.CC(O)C.[Al](OC(C)C)(OC(C)C)OC(C)C. The catalyst is C1(C)C=CC=CC=1. The product is [O:1]1[C:5]2[CH:6]=[C:7]([C@@H:10]([OH:21])[C@H:11]([NH:13][C:14](=[O:20])[O:15][C:16]([CH3:18])([CH3:17])[CH3:19])[CH3:12])[CH:8]=[CH:9][C:4]=2[CH2:3][CH2:2]1. The yield is 0.710. (6) The reactants are C[S:2][C:3]1[CH:16]=[CH:15][CH:14]=[CH:13][C:4]=1[CH2:5][C:6]1[CH:11]=[CH:10][CH:9]=[CH:8][C:7]=1[OH:12].N.[Na].[NH4+].[Cl-]. The catalyst is CCCCCC.C(OCC)(=O)C.C1COCC1. The product is [SH:2][C:3]1[CH:16]=[CH:15][CH:14]=[CH:13][C:4]=1[CH2:5][C:6]1[CH:11]=[CH:10][CH:9]=[CH:8][C:7]=1[OH:12]. The yield is 0.710. (7) The reactants are [Si:1]([O:8]S(C(F)(F)F)(=O)=O)([C:4]([CH3:7])([CH3:6])[CH3:5])([CH3:3])[CH3:2].N1C(C)=CC=CC=1C.[CH3:24][O:25][C:26]1[CH:41]=[CH:40][C:29]([O:30][CH2:31][C:32]([CH3:39])([CH3:38])[CH:33](O)[CH2:34][C:35]#[CH:36])=[CH:28][CH:27]=1. The catalyst is C(Cl)Cl. The product is [Si:1]([O:8][CH:33]([C:32]([CH3:39])([CH3:38])[CH2:31][O:30][C:29]1[CH:40]=[CH:41][C:26]([O:25][CH3:24])=[CH:27][CH:28]=1)[C:34]#[C:35][CH3:36])([C:4]([CH3:7])([CH3:6])[CH3:5])([CH3:3])[CH3:2]. The yield is 0.810. (8) The product is [NH2:22][C:17]1[CH:18]=[N:19][CH:20]=[CH:21][C:16]=1[C@@H:5]1[CH2:6][C@H:7]([NH:8][C:9](=[O:15])[O:10][C:11]([CH3:14])([CH3:13])[CH3:12])[C@H:2]([O:1][CH3:26])[C@H:3]([CH3:25])[CH2:4]1.[NH2:22][C:17]1[CH:18]=[N:19][CH:20]=[CH:21][C:16]=1[C@H:5]1[CH2:6][C@@H:7]([NH:8][C:9](=[O:15])[O:10][C:11]([CH3:14])([CH3:13])[CH3:12])[C@@H:2]([O:1][CH3:26])[C@@H:3]([CH3:25])[CH2:4]1. The catalyst is [Pd]. The reactants are [OH:1][C@@H:2]1[C@H:7]([NH:8][C:9](=[O:15])[O:10][C:11]([CH3:14])([CH3:13])[CH3:12])[CH:6]=[C:5]([C:16]2[CH:21]=[CH:20][N:19]=[CH:18][C:17]=2[N+:22]([O-])=O)[CH2:4][C@@H:3]1[CH3:25].[CH3:26]C(O)C. The yield is 0.420. (9) The reactants are [Cl:1][C:2]1[C:3]([C:8]2[CH:16]=[C:15]([C:17]([F:20])([F:19])[F:18])[CH:14]=[CH:13][C:9]=2[C:10](O)=[O:11])=[N:4][CH:5]=[CH:6][CH:7]=1.S(Cl)([Cl:23])=O. The catalyst is C1(C)C=CC=CC=1.CN(C)C=O. The product is [Cl:1][C:2]1[C:3]([C:8]2[CH:16]=[C:15]([C:17]([F:20])([F:19])[F:18])[CH:14]=[CH:13][C:9]=2[C:10]([Cl:23])=[O:11])=[N:4][CH:5]=[CH:6][CH:7]=1. The yield is 0.910.